Dataset: Reaction yield outcomes from USPTO patents with 853,638 reactions. Task: Predict the reaction yield, written as a fraction of the theoretical maximum amount of product (1.0 means a 100% yield; for example, 0.34 means a 34% yield). The reactants are [CH3:1][C:2]1[S:3][C:4]([C:10]2[CH:15]=[CH:14][CH:13]=[CH:12][CH:11]=2)=[C:5]([C:7]([OH:9])=O)[N:6]=1.C(Cl)(=O)C(Cl)=O.[CH3:22][C:23]1[C:24]2[N:25]([CH:29]=[C:30]([CH2:32][C@@H:33]3[CH2:38][CH2:37][CH2:36][CH2:35][NH:34]3)[N:31]=2)[CH:26]=[CH:27][CH:28]=1. The catalyst is C(Cl)Cl.CN(C=O)C. The product is [CH3:22][C:23]1[C:24]2[N:25]([CH:29]=[C:30]([CH2:32][C@@H:33]3[CH2:38][CH2:37][CH2:36][CH2:35][N:34]3[C:7]([C:5]3[N:6]=[C:2]([CH3:1])[S:3][C:4]=3[C:10]3[CH:15]=[CH:14][CH:13]=[CH:12][CH:11]=3)=[O:9])[N:31]=2)[CH:26]=[CH:27][CH:28]=1. The yield is 0.670.